From a dataset of Forward reaction prediction with 1.9M reactions from USPTO patents (1976-2016). Predict the product of the given reaction. The product is: [Cl:23][C:22]([Cl:25])([Cl:24])[CH2:21][O:20][C:18](=[O:19])[NH:1][C:2]1[O:6][N:5]=[C:4]([CH:7]([CH2:9][CH3:10])[CH3:8])[CH:3]=1. Given the reactants [NH2:1][C:2]1[O:6][N:5]=[C:4]([CH:7]([CH2:9][CH3:10])[CH3:8])[CH:3]=1.N1C=CC=CC=1.Cl[C:18]([O:20][CH2:21][C:22]([Cl:25])([Cl:24])[Cl:23])=[O:19], predict the reaction product.